From a dataset of Forward reaction prediction with 1.9M reactions from USPTO patents (1976-2016). Predict the product of the given reaction. Given the reactants [F:1][C:2]1[CH:3]=[C:4]([CH2:9][C:10]([NH:12][C@H:13]([C:15]([NH:17][C@H:18]([C:26]([OH:28])=[O:27])[CH2:19][C:20]2[CH:25]=[CH:24][CH:23]=[CH:22][CH:21]=2)=[O:16])[CH3:14])=[O:11])[CH:5]=[C:6]([F:8])[CH:7]=1.[I:29][CH2:30][CH2:31][CH2:32]O, predict the reaction product. The product is: [I:29][CH2:30][CH2:31][CH2:32][O:27][C:26](=[O:28])[C@H:18]([CH2:19][C:20]1[CH:25]=[CH:24][CH:23]=[CH:22][CH:21]=1)[NH:17][C:15](=[O:16])[C@H:13]([CH3:14])[NH:12][C:10](=[O:11])[CH2:9][C:4]1[CH:3]=[C:2]([F:1])[CH:7]=[C:6]([F:8])[CH:5]=1.